Regression. Given a target protein amino acid sequence and a drug SMILES string, predict the binding affinity score between them. We predict pKi (pKi = -log10(Ki in M); higher means stronger inhibition). Dataset: bindingdb_ki. From a dataset of Drug-target binding data from BindingDB using Ki measurements. (1) The small molecule is Cc1nccn1CC1CCc2c(c3ccccc3n2C)C1=O. The target protein (Q61603) has sequence MTTLVPASLFLLLWTLPGKVLLSVALAKEDVKSGLKGSQPMSPSDFLDKLMGRTSGYDARIRPNFKGPPVNVTCNIFINSFGSVTETTMDYRVNVFLRQQWNDPRLAYREYPDDSLDLDPSMLDSIWKPDLFFANEKGANFHEVTTDNKLLRIFKNGNVLYSIRLTLILSCPMDLKNFPMDIQTCTMQLESFGYTMNDLMFEWLEDAPAVQVAEGLTLPQFILRDEKDLGYCTKHYNTGKFTCIEVKFHLERQMGYYLIQMYIPSLLIVILSWVSFWINMDAAPARVGLGITTVLTMTTQSSGSRASLPKVSYVKAIDIWMAVCLLFVFAALLEYAAVNFVSRQHKEFMRLRRRQRRQRMEEDIIRESRFYFRGYGLGHCLQARDGGPMEGSSIYSPQPPTPLLKEGETMRKLYVDRAKRIDTISRAVFPFTFLVFNIFYWVVYKVLRSEDIHQAL. The pKi is 5.0. (2) The drug is CCCc1ncc(C[n+]2ccccc2C)c(N)n1. The target protein (O60779) has sequence MDVPGPVSRRAAAAAATVLLRTARVRRECWFLPTALLCAYGFFASLRPSEPFLTPYLLGPDKNLTEREVFNEIYPVWTYSYLVLLFPVFLATDYLRYKPVVLLQGLSLIVTWFMLLYAQGLLAIQFLEFFYGIATATEIAYYSYIYSVVDLGMYQKVTSYCRSATLVGFTVGSVLGQILVSVAGWSLFSLNVISLTCVSVAFAVAWFLPMPQKSLFFHHIPSTCQRVNGIKVQNGGIVTDTPASNHLPGWEDIESKIPLNMEEPPVEEPEPKPDRLLVLKVLWNDFLMCYSSRPLLCWSVWWALSTCGYFQVVNYTQGLWEKVMPSRYAAIYNGGVEAVSTLLGAVAVFAVGYIKISWSTWGEMTLSLFSLLIAAAVYIMDTVGNIWVCYASYVVFRIIYMLLITIATFQIAANLSMERYALVFGVNTFIALALQTLLTLIVVDASGLGLEITTQFLIYASYFALIAVVFLASGAVSVMKKCRKLEDPQSSSQVTTS. The pKi is 3.4. (3) The drug is O=C(O)Cc1ccccc1. The target protein sequence is ASRLLLNNGAKMPILGLGTWKSPPGQVTEAVKVAIDVGYRHIDCAHVYQNENEVGVAIQEKLREQVVKREELFIVSKLWCTYHEKGLVKGACQKTLSDLKLDYLDLYLIHWPTGFKPGKEFFPLDESGNVVPSDTNILDTWAAMEELVDEGLVKAIGISNFNHLQVEMILNKPGLKYKPAVNQIECHPYLTQEKLIQYCQSKGIVVTAYSPLGSPDRPWAKPEDPSLLEDPRIKAIAAKHNKTTAQVLIRFPMQRNLVVIPKSVTPERIAENFKVFDFELSSQDMTTLLSYNRNWRVAALLSCTSHKDYPFHEEF. The pKi is 3.5. (4) The compound is CCCCCC(=O)C(CCCC)c1oc(=O)c(CCCC)c(O)c1CCCC. The target protein (P00772) has sequence MLRLLVVASLVLYGHSTQDFPETNARVVGGTEAQRNSWPSQISLQYRSGSSWAHTCGGTLIRQNWVMTAAHCVDRELTFRVVVGEHNLNQNDGTEQYVGVQKIVVHPYWNTDDVAAGYDIALLRLAQSVTLNSYVQLGVLPRAGTILANNSPCYITGWGLTRTNGQLAQTLQQAYLPTVDYAICSSSSYWGSTVKNSMVCAGGDGVRSGCQGDSGGPLHCLVNGQYAVHGVTSFVSRLGCNVTRKPTVFTRVSAYISWINNVIASN. The pKi is 4.2.